Dataset: Peptide-MHC class II binding affinity with 134,281 pairs from IEDB. Task: Regression. Given a peptide amino acid sequence and an MHC pseudo amino acid sequence, predict their binding affinity value. This is MHC class II binding data. (1) The binding affinity (normalized) is 0.807. The MHC is HLA-DQA10102-DQB10602 with pseudo-sequence HLA-DQA10102-DQB10602. The peptide sequence is ICEPTAAAIAYGLDR. (2) The peptide sequence is KTRQEKWMTGRMGER. The MHC is H-2-IEd with pseudo-sequence H-2-IEd. The binding affinity (normalized) is 0.